From a dataset of Catalyst prediction with 721,799 reactions and 888 catalyst types from USPTO. Predict which catalyst facilitates the given reaction. (1) Reactant: [S:1]([C:5]1[CH:13]=[CH:12][C:8]([C:9]([OH:11])=O)=[CH:7][CH:6]=1)(=[O:4])(=[O:3])[NH2:2].CN(C(ON1N=NC2C=CC=NC1=2)=[N+](C)C)C.F[P-](F)(F)(F)(F)F.[NH2:38][CH2:39][CH:40]([OH:52])[CH2:41][N:42]1[CH2:51][CH2:50][C:49]2[C:44](=[CH:45][CH:46]=[CH:47][CH:48]=2)[CH2:43]1. Product: [CH2:43]1[C:44]2[C:49](=[CH:48][CH:47]=[CH:46][CH:45]=2)[CH2:50][CH2:51][N:42]1[CH2:41][CH:40]([OH:52])[CH2:39][NH:38][C:9](=[O:11])[C:8]1[CH:7]=[CH:6][C:5]([S:1](=[O:3])(=[O:4])[NH2:2])=[CH:13][CH:12]=1. The catalyst class is: 34. (2) Reactant: C([N:8](CC1C=CC=CC=1)[C:9]1[CH:10]=[CH:11][C:12]([CH2:15][N:16]([CH3:20])[CH2:17][CH2:18][OH:19])=[N:13][CH:14]=1)C1C=CC=CC=1.[OH-].[Na+]. Product: [NH2:8][C:9]1[CH:10]=[CH:11][C:12]([CH2:15][N:16]([CH3:20])[CH2:17][CH2:18][OH:19])=[N:13][CH:14]=1. The catalyst class is: 65. (3) Reactant: [NH2:1][CH2:2][C@@H:3]1[C@@H:11]([C@@:12]2([CH3:21])[CH2:17][CH2:16][C@H:15]([OH:18])[CH2:14][C@@H:13]2[CH2:19][OH:20])[CH2:10][CH2:9][C@@:8]2([CH3:22])[C@H:4]1[CH2:5][CH2:6][C:7]2=[CH2:23].[F:24][C:25]1[CH:32]=[CH:31][C:28]([CH:29]=O)=[C:27]([CH3:33])[CH:26]=1.[BH4-].[Na+]. Product: [F:24][C:25]1[CH:32]=[CH:31][C:28]([CH2:29][NH:1][CH2:2][C@@H:3]2[C@@H:11]([C@@:12]3([CH3:21])[CH2:17][CH2:16][C@H:15]([OH:18])[CH2:14][C@@H:13]3[CH2:19][OH:20])[CH2:10][CH2:9][C@@:8]3([CH3:22])[C@H:4]2[CH2:5][CH2:6][C:7]3=[CH2:23])=[C:27]([CH3:33])[CH:26]=1. The catalyst class is: 5. (4) Reactant: [C:1]([O:5][C@@H:6]([C:12]1[C:13]([CH3:44])=[N:14][C:15]([CH3:43])=[C:16]([C:26]2[CH:31]=[CH:30][C:29]([O:32][CH2:33][CH2:34][CH2:35][C:36]3[CH:41]=[CH:40][C:39]([F:42])=[CH:38][CH:37]=3)=[CH:28][CH:27]=2)[C:17]=1[N:18]1[CH2:23][CH2:22][C:21]([CH3:25])([CH3:24])[CH2:20][CH2:19]1)[C:7]([O:9]CC)=[O:8])([CH3:4])([CH3:3])[CH3:2].[Li+].[OH-]. Product: [C:1]([O:5][C@@H:6]([C:12]1[C:13]([CH3:44])=[N:14][C:15]([CH3:43])=[C:16]([C:26]2[CH:27]=[CH:28][C:29]([O:32][CH2:33][CH2:34][CH2:35][C:36]3[CH:41]=[CH:40][C:39]([F:42])=[CH:38][CH:37]=3)=[CH:30][CH:31]=2)[C:17]=1[N:18]1[CH2:23][CH2:22][C:21]([CH3:25])([CH3:24])[CH2:20][CH2:19]1)[C:7]([OH:9])=[O:8])([CH3:4])([CH3:2])[CH3:3]. The catalyst class is: 88. (5) Reactant: [CH3:1][C@@H:2]1[C@H:6]([C:7]2[CH:12]=[CH:11][CH:10]=[CH:9][CH:8]=2)[O:5][C:4](=[O:13])[N:3]1[C:14](=[O:17])[CH2:15][CH3:16].C(N(CC)CC)C.[O-]S(C(F)(F)F)(=O)=O.C([B+]CCCC)CCC.C(=O)=O.CC(C)=O.[C:49]([O:53][C:54]([N:56]1[CH2:62][CH2:61][CH2:60][C@H:57]1[CH:58]=[O:59])=[O:55])([CH3:52])([CH3:51])[CH3:50]. Product: [OH:59][C@@H:58]([C@@H:57]1[CH2:60][CH2:61][CH2:62][N:56]1[C:54]([O:53][C:49]([CH3:52])([CH3:50])[CH3:51])=[O:55])[C@@H:15]([CH3:16])[C:14]([N:3]1[C@H:2]([CH3:1])[C@H:6]([C:7]2[CH:8]=[CH:9][CH:10]=[CH:11][CH:12]=2)[O:5][C:4]1=[O:13])=[O:17]. The catalyst class is: 4. (6) Reactant: [Cl:1][C:2]1[CH:30]=[CH:29][C:5]([CH2:6][C:7]2[CH:28]=[CH:27][CH:26]=[CH:25][C:8]=2[C:9]([NH:11][N:12]2[C:20]3[C:15](=[CH:16][C:17]([C:21]([O:23]C)=[O:22])=[CH:18][CH:19]=3)[CH2:14][CH2:13]2)=[O:10])=[CH:4][CH:3]=1.CO.[OH-].[Na+].C(O)(=O)CC(CC(O)=O)(C(O)=O)O. Product: [Cl:1][C:2]1[CH:3]=[CH:4][C:5]([CH2:6][C:7]2[CH:28]=[CH:27][CH:26]=[CH:25][C:8]=2[C:9]([NH:11][N:12]2[C:20]3[C:15](=[CH:16][C:17]([C:21]([OH:23])=[O:22])=[CH:18][CH:19]=3)[CH:14]=[CH:13]2)=[O:10])=[CH:29][CH:30]=1. The catalyst class is: 1. (7) Reactant: [NH2:1][C:2]1[CH:7]=[CH:6][C:5]([N:8]2[CH:13]=[CH:12][C:11]([O:14][CH2:15][C:16]3[CH:21]=[CH:20][C:19]([Cl:22])=[CH:18][CH:17]=3)=[CH:10][C:9]2=[O:23])=[CH:4][C:3]=1[NH:24][CH3:25].[CH3:26][O:27][C:28]([CH:30]1[CH2:33][CH2:32][CH:31]1[C:34](O)=O)=[O:29].CN(C(ON1N=NC2C=CC=NC1=2)=[N+](C)C)C.F[P-](F)(F)(F)(F)F.C(N(CC)C(C)C)(C)C. Product: [Cl:22][C:19]1[CH:18]=[CH:17][C:16]([CH2:15][O:14][C:11]2[CH:12]=[CH:13][N:8]([C:5]3[CH:6]=[CH:7][C:2]4[N:1]=[C:34]([CH:31]5[CH2:32][CH2:33][CH:30]5[C:28]([O:27][CH3:26])=[O:29])[N:24]([CH3:25])[C:3]=4[CH:4]=3)[C:9](=[O:23])[CH:10]=2)=[CH:21][CH:20]=1. The catalyst class is: 3.